From a dataset of Reaction yield outcomes from USPTO patents with 853,638 reactions. Predict the reaction yield, written as a fraction of the theoretical maximum amount of product (1.0 means a 100% yield; for example, 0.34 means a 34% yield). (1) The reactants are [Cl:1][S:2]([OH:5])(=O)=[O:3].[CH3:6][O:7][C:8]1[CH:12]=[CH:11][S:10][CH:9]=1.O=P(Cl)(Cl)Cl.P(Cl)(Cl)(Cl)(Cl)Cl. The catalyst is C(Cl)(Cl)Cl. The product is [CH3:6][O:7][C:8]1[CH:12]=[CH:11][S:10][C:9]=1[S:2]([Cl:1])(=[O:5])=[O:3]. The yield is 0.430. (2) The reactants are [CH3:1][C:2]1[CH:3]=[CH:4][CH:5]=[CH:6][C:7]=1[NH2:8].CCN(CC)CC.[CH3:16][C:17]([CH3:22])([CH3:21])[C:18](Cl)=[O:19]. The catalyst is C(Cl)Cl. The product is [CH3:16][C:17]([CH3:22])([CH3:21])[C:18]([NH:8][C:7]1[CH:6]=[CH:5][CH:4]=[CH:3][C:2]=1[CH3:1])=[O:19]. The yield is 0.920.